The task is: Regression. Given two drug SMILES strings and cell line genomic features, predict the synergy score measuring deviation from expected non-interaction effect.. This data is from NCI-60 drug combinations with 297,098 pairs across 59 cell lines. (1) Drug 1: COC1=CC(=CC(=C1O)OC)C2C3C(COC3=O)C(C4=CC5=C(C=C24)OCO5)OC6C(C(C7C(O6)COC(O7)C8=CC=CS8)O)O. Drug 2: C1CC(C1)(C(=O)O)C(=O)O.[NH2-].[NH2-].[Pt+2]. Cell line: ACHN. Synergy scores: CSS=76.0, Synergy_ZIP=-4.23, Synergy_Bliss=-4.03, Synergy_Loewe=-2.86, Synergy_HSA=1.68. (2) Drug 1: C1CCC(CC1)NC(=O)N(CCCl)N=O. Drug 2: CCC(=C(C1=CC=CC=C1)C2=CC=C(C=C2)OCCN(C)C)C3=CC=CC=C3.C(C(=O)O)C(CC(=O)O)(C(=O)O)O. Cell line: HOP-62. Synergy scores: CSS=7.97, Synergy_ZIP=0.0440, Synergy_Bliss=2.79, Synergy_Loewe=-3.49, Synergy_HSA=-2.60. (3) Drug 1: CC1OCC2C(O1)C(C(C(O2)OC3C4COC(=O)C4C(C5=CC6=C(C=C35)OCO6)C7=CC(=C(C(=C7)OC)O)OC)O)O. Drug 2: C1CNP(=O)(OC1)N(CCCl)CCCl. Cell line: PC-3. Synergy scores: CSS=20.0, Synergy_ZIP=-5.85, Synergy_Bliss=-1.54, Synergy_Loewe=-24.2, Synergy_HSA=0.728. (4) Cell line: TK-10. Synergy scores: CSS=-3.98, Synergy_ZIP=2.60, Synergy_Bliss=-1.92, Synergy_Loewe=-3.74, Synergy_HSA=-5.76. Drug 2: C(CN)CNCCSP(=O)(O)O. Drug 1: CCN(CC)CCNC(=O)C1=C(NC(=C1C)C=C2C3=C(C=CC(=C3)F)NC2=O)C.